This data is from NCI-60 drug combinations with 297,098 pairs across 59 cell lines. The task is: Regression. Given two drug SMILES strings and cell line genomic features, predict the synergy score measuring deviation from expected non-interaction effect. (1) Drug 2: CCC1(CC2CC(C3=C(CCN(C2)C1)C4=CC=CC=C4N3)(C5=C(C=C6C(=C5)C78CCN9C7C(C=CC9)(C(C(C8N6C)(C(=O)OC)O)OC(=O)C)CC)OC)C(=O)OC)O.OS(=O)(=O)O. Drug 1: CC1C(C(=O)NC(C(=O)N2CCCC2C(=O)N(CC(=O)N(C(C(=O)O1)C(C)C)C)C)C(C)C)NC(=O)C3=C4C(=C(C=C3)C)OC5=C(C(=O)C(=C(C5=N4)C(=O)NC6C(OC(=O)C(N(C(=O)CN(C(=O)C7CCCN7C(=O)C(NC6=O)C(C)C)C)C)C(C)C)C)N)C. Cell line: NCI-H322M. Synergy scores: CSS=9.64, Synergy_ZIP=-4.54, Synergy_Bliss=-5.23, Synergy_Loewe=-5.39, Synergy_HSA=-4.75. (2) Drug 1: CC1=CC2C(CCC3(C2CCC3(C(=O)C)OC(=O)C)C)C4(C1=CC(=O)CC4)C. Drug 2: C1C(C(OC1N2C=NC3=C(N=C(N=C32)Cl)N)CO)O. Cell line: SNB-19. Synergy scores: CSS=-8.75, Synergy_ZIP=0.837, Synergy_Bliss=-5.84, Synergy_Loewe=-24.2, Synergy_HSA=-13.6. (3) Drug 1: CC1CCC2CC(C(=CC=CC=CC(CC(C(=O)C(C(C(=CC(C(=O)CC(OC(=O)C3CCCCN3C(=O)C(=O)C1(O2)O)C(C)CC4CCC(C(C4)OC)OCCO)C)C)O)OC)C)C)C)OC. Drug 2: CCCCC(=O)OCC(=O)C1(CC(C2=C(C1)C(=C3C(=C2O)C(=O)C4=C(C3=O)C=CC=C4OC)O)OC5CC(C(C(O5)C)O)NC(=O)C(F)(F)F)O. Cell line: OVCAR3. Synergy scores: CSS=28.6, Synergy_ZIP=11.1, Synergy_Bliss=12.3, Synergy_Loewe=7.61, Synergy_HSA=7.76. (4) Drug 1: CN(C)N=NC1=C(NC=N1)C(=O)N. Drug 2: CC1CCCC2(C(O2)CC(NC(=O)CC(C(C(=O)C(C1O)C)(C)C)O)C(=CC3=CSC(=N3)C)C)C. Cell line: SF-539. Synergy scores: CSS=-1.35, Synergy_ZIP=2.07, Synergy_Bliss=-8.23, Synergy_Loewe=-9.69, Synergy_HSA=-7.73.